The task is: Predict the reaction yield, written as a fraction of the theoretical maximum amount of product (1.0 means a 100% yield; for example, 0.34 means a 34% yield).. This data is from Reaction yield outcomes from USPTO patents with 853,638 reactions. (1) The product is [OH:17][C@H:10]([C:11]1[CH:12]=[N:13][CH:14]=[CH:15][CH:16]=1)[CH2:9][NH:8][CH2:18][C@H:19]1[CH2:28][CH2:27][C:26]2[C:21](=[CH:22][CH:23]=[C:24]([S:29][C:30]3[CH:31]=[C:32]([CH:36]=[CH:37][CH:38]=3)[C:33]([OH:35])=[O:34])[CH:25]=2)[O:20]1. The reactants are C(OC([N:8]([CH2:18][C@H:19]1[CH2:28][CH2:27][C:26]2[C:21](=[CH:22][CH:23]=[C:24]([S:29][C:30]3[CH:31]=[C:32]([CH:36]=[CH:37][CH:38]=3)[C:33]([OH:35])=[O:34])[CH:25]=2)[O:20]1)[CH2:9][C@H:10]([OH:17])[C:11]1[CH:12]=[N:13][CH:14]=[CH:15][CH:16]=1)=O)(C)(C)C.Cl.C(O)(C(F)(F)F)=O. The yield is 0.0500. The catalyst is O1CCOCC1. (2) The reactants are COC(C1[CH:14]=[C:13](O)[C:12]2[C:7](=[C:8](OCC3C=CC=CC=3)[CH:9]=[C:10](Br)[CH:11]=2)N=1)=O.[CH2:25]([O:32][C:33]([C:35]1[CH:44]=[C:43]([O:45][CH2:46][C:47]2[CH:52]=[CH:51][CH:50]=[CH:49][CH:48]=2)[C:42]2[C:37](=[C:38]([O:54][CH2:55][C:56]3[CH:61]=[CH:60][CH:59]=[CH:58][CH:57]=3)[C:39](Br)=[CH:40][CH:41]=2)[N:36]=1)=[O:34])[C:26]1[CH:31]=[CH:30][CH:29]=[CH:28][CH:27]=1. No catalyst specified. The product is [CH2:25]([O:32][C:33]([C:35]1[CH:44]=[C:43]([O:45][CH2:46][C:47]2[CH:52]=[CH:51][CH:50]=[CH:49][CH:48]=2)[C:42]2[C:37](=[C:38]([O:54][CH2:55][C:56]3[CH:61]=[CH:60][CH:59]=[CH:58][CH:57]=3)[C:39]([C:14]#[C:13][C:12]3[CH:7]=[CH:8][CH:9]=[CH:10][CH:11]=3)=[CH:40][CH:41]=2)[N:36]=1)=[O:34])[C:26]1[CH:31]=[CH:30][CH:29]=[CH:28][CH:27]=1. The yield is 0.580.